From a dataset of Reaction yield outcomes from USPTO patents with 853,638 reactions. Predict the reaction yield, written as a fraction of the theoretical maximum amount of product (1.0 means a 100% yield; for example, 0.34 means a 34% yield). (1) The reactants are O.C(O)(C(F)(F)F)=O.[Cl:9][C:10]1[CH:11]=[C:12]([C:41]2[CH:46]=[CH:45][C:44]([C:47]([N:49]3[CH2:54][CH2:53][C:52]([F:56])([F:55])[CH2:51][CH2:50]3)=[O:48])=[CH:43][CH:42]=2)[CH:13]=[C:14]([Cl:40])[C:15]=1[CH2:16][C@@H:17]1[CH2:21][CH2:20][N:19]([N:22]2[CH2:27][CH2:26][CH:25]([O:28][Si](C(C)C)(C(C)C)C(C)C)[CH2:24][CH2:23]2)[C:18]1=[O:39]. The catalyst is C1COCC1. The product is [Cl:40][C:14]1[CH:13]=[C:12]([C:41]2[CH:42]=[CH:43][C:44]([C:47]([N:49]3[CH2:54][CH2:53][C:52]([F:55])([F:56])[CH2:51][CH2:50]3)=[O:48])=[CH:45][CH:46]=2)[CH:11]=[C:10]([Cl:9])[C:15]=1[CH2:16][C@@H:17]1[CH2:21][CH2:20][N:19]([N:22]2[CH2:27][CH2:26][CH:25]([OH:28])[CH2:24][CH2:23]2)[C:18]1=[O:39]. The yield is 0.970. (2) The product is [C:1]([OH:4])(=[O:3])[CH3:2].[OH:8][C@H:9]1[CH2:26][CH2:25][C@@:24]2([CH3:27])[CH:11]([CH2:12][CH2:13][C@@H:14]3[C@@H:23]2[C:22](=[O:28])[CH2:21][C@@:19]2([CH3:20])[C@H:15]3[CH2:16][CH2:17][C:18]2=[O:29])[CH2:10]1. The reactants are [C:1]([O:4]C(=O)C)(=[O:3])[CH3:2].[OH:8][C@H:9]1[CH2:26][CH2:25][C@@:24]2([CH3:27])[CH:11]([CH2:12][CH2:13][C@@H:14]3[C@@H:23]2[C:22](=[O:28])[CH2:21][C@@:19]2([CH3:20])[C@H:15]3[CH2:16][CH2:17][C:18]2=[O:29])[CH2:10]1. The catalyst is N1C=CC=CC=1. The yield is 0.664.